From a dataset of Reaction yield outcomes from USPTO patents with 853,638 reactions. Predict the reaction yield, written as a fraction of the theoretical maximum amount of product (1.0 means a 100% yield; for example, 0.34 means a 34% yield). (1) The reactants are [N:1]1[CH:6]=[CH:5][C:4]([CH:7]=[O:8])=[CH:3][CH:2]=1.[OH-].[K+].[N+:11]([CH2:13][C:14]([N:16]1[CH2:20][CH2:19][CH2:18][CH2:17]1)=[O:15])#[C-:12]. The catalyst is CO. The product is [N:1]1[CH:6]=[CH:5][C:4]([C@@H:7]2[O:8][CH:12]=[N:11][C@H:13]2[C:14]([N:16]2[CH2:20][CH2:19][CH2:18][CH2:17]2)=[O:15])=[CH:3][CH:2]=1. The yield is 0.980. (2) The reactants are [C:1]([O:9][C@@:10]12[O:16][C@@H:11]1[CH2:12][CH2:13][CH2:14][CH2:15]2)(=[O:8])[C:2]1[CH:7]=[CH:6][CH:5]=[CH:4][CH:3]=1. The catalyst is C(Cl)Cl. The product is [C:1]([O:9][C@H:10]1[CH2:15][CH2:14][CH2:13][CH2:12][C:11]1=[O:16])(=[O:8])[C:2]1[CH:3]=[CH:4][CH:5]=[CH:6][CH:7]=1. The yield is 0.730. (3) The reactants are [N:1]1[CH:2]=[CH:3][N:4]2[CH:9]=[C:8]([C:10]([OH:12])=O)[CH:7]=[CH:6][C:5]=12.[NH:13]1[CH2:18][CH2:17][CH2:16][C@@H:15]2[C:19]3[CH:20]=[CH:21][CH:22]=[CH:23][C:24]=3[CH2:25][C@H:14]12.F[P-](F)(F)(F)(F)F.N1(OC(N(C)C)=[N+](C)C)C2N=CC=CC=2N=N1. No catalyst specified. The product is [N:13]1([C:10]([C:8]2[CH:7]=[CH:6][C:5]3[N:4]([CH:3]=[CH:2][N:1]=3)[CH:9]=2)=[O:12])[CH2:18][CH2:17][CH2:16][C@@H:15]2[C:19]3[CH:20]=[CH:21][CH:22]=[CH:23][C:24]=3[CH2:25][C@H:14]12. The yield is 0.850. (4) The reactants are [N:1]1[C:10]2[C:5](=[CH:6][C:7]([CH2:11][N:12]3[C:16]4=[N:17][C:18]([C:21]5[CH:29]=[CH:28][C:24]([C:25](O)=[O:26])=[CH:23][CH:22]=5)=[CH:19][CH:20]=[C:15]4[N:14]=[N:13]3)=[CH:8][CH:9]=2)[CH:4]=[CH:3][CH:2]=1.C1C=CC2N(O)N=[N:36]C=2C=1.CCN=C=NC[CH2:46][CH2:47][N:48]([CH3:50])[CH3:49].Cl.C(N(CC)CC)C. The catalyst is CN(C=O)C.O. The product is [CH3:50][N:48]([CH3:49])[CH2:47][CH2:46][NH:36][C:25](=[O:26])[C:24]1[CH:23]=[CH:22][C:21]([C:18]2[N:17]=[C:16]3[N:12]([CH2:11][C:7]4[CH:6]=[C:5]5[C:10](=[CH:9][CH:8]=4)[N:1]=[CH:2][CH:3]=[CH:4]5)[N:13]=[N:14][C:15]3=[CH:20][CH:19]=2)=[CH:29][CH:28]=1. The yield is 0.420. (5) The reactants are I[C:2]1[CH:8]=[C:7]([O:9][CH3:10])[CH:6]=[CH:5][C:3]=1[NH2:4].C([Sn](CCCC)(CCCC)[C:16]1[O:17][CH:18]=[CH:19][CH:20]=1)CCC. The catalyst is O1CCOCC1.C1C=CC([P]([Pd]([P](C2C=CC=CC=2)(C2C=CC=CC=2)C2C=CC=CC=2)([P](C2C=CC=CC=2)(C2C=CC=CC=2)C2C=CC=CC=2)[P](C2C=CC=CC=2)(C2C=CC=CC=2)C2C=CC=CC=2)(C2C=CC=CC=2)C2C=CC=CC=2)=CC=1. The product is [O:17]1[CH:18]=[CH:19][CH:20]=[C:16]1[C:2]1[CH:8]=[C:7]([O:9][CH3:10])[CH:6]=[CH:5][C:3]=1[NH2:4]. The yield is 0.710.